This data is from NCI-60 drug combinations with 297,098 pairs across 59 cell lines. The task is: Regression. Given two drug SMILES strings and cell line genomic features, predict the synergy score measuring deviation from expected non-interaction effect. (1) Drug 1: CC12CCC3C(C1CCC2O)C(CC4=C3C=CC(=C4)O)CCCCCCCCCS(=O)CCCC(C(F)(F)F)(F)F. Cell line: SR. Drug 2: CC1C(C(CC(O1)OC2CC(CC3=C2C(=C4C(=C3O)C(=O)C5=C(C4=O)C(=CC=C5)OC)O)(C(=O)CO)O)N)O.Cl. Synergy scores: CSS=39.6, Synergy_ZIP=0.611, Synergy_Bliss=-1.80, Synergy_Loewe=-12.1, Synergy_HSA=-4.16. (2) Drug 1: C1=NC2=C(N1)C(=S)N=C(N2)N. Drug 2: CC1CCC2CC(C(=CC=CC=CC(CC(C(=O)C(C(C(=CC(C(=O)CC(OC(=O)C3CCCCN3C(=O)C(=O)C1(O2)O)C(C)CC4CCC(C(C4)OC)O)C)C)O)OC)C)C)C)OC. Cell line: RXF 393. Synergy scores: CSS=7.82, Synergy_ZIP=-10.1, Synergy_Bliss=-13.2, Synergy_Loewe=-10.2, Synergy_HSA=-8.13. (3) Drug 1: CC1=C(C=C(C=C1)C(=O)NC2=CC(=CC(=C2)C(F)(F)F)N3C=C(N=C3)C)NC4=NC=CC(=N4)C5=CN=CC=C5. Drug 2: CCCCCOC(=O)NC1=NC(=O)N(C=C1F)C2C(C(C(O2)C)O)O. Cell line: A498. Synergy scores: CSS=4.09, Synergy_ZIP=-5.02, Synergy_Bliss=-8.53, Synergy_Loewe=-7.60, Synergy_HSA=-7.81. (4) Drug 1: C1=C(C(=O)NC(=O)N1)N(CCCl)CCCl. Drug 2: CC1CCC2CC(C(=CC=CC=CC(CC(C(=O)C(C(C(=CC(C(=O)CC(OC(=O)C3CCCCN3C(=O)C(=O)C1(O2)O)C(C)CC4CCC(C(C4)OC)OCCO)C)C)O)OC)C)C)C)OC. Cell line: OVCAR-8. Synergy scores: CSS=37.4, Synergy_ZIP=-0.166, Synergy_Bliss=3.07, Synergy_Loewe=8.16, Synergy_HSA=10.4. (5) Drug 1: C1CCN(CC1)CCOC2=CC=C(C=C2)C(=O)C3=C(SC4=C3C=CC(=C4)O)C5=CC=C(C=C5)O. Drug 2: CC1OCC2C(O1)C(C(C(O2)OC3C4COC(=O)C4C(C5=CC6=C(C=C35)OCO6)C7=CC(=C(C(=C7)OC)O)OC)O)O. Cell line: SK-MEL-2. Synergy scores: CSS=22.8, Synergy_ZIP=0.213, Synergy_Bliss=1.77, Synergy_Loewe=-18.6, Synergy_HSA=0.326. (6) Drug 1: C1CN(CCN1C(=O)CCBr)C(=O)CCBr. Drug 2: COC1=C2C(=CC3=C1OC=C3)C=CC(=O)O2. Cell line: NCI/ADR-RES. Synergy scores: CSS=5.74, Synergy_ZIP=-4.28, Synergy_Bliss=-4.64, Synergy_Loewe=-5.28, Synergy_HSA=-4.83. (7) Cell line: SK-MEL-28. Drug 2: CC12CCC3C(C1CCC2=O)CC(=C)C4=CC(=O)C=CC34C. Synergy scores: CSS=12.8, Synergy_ZIP=-2.60, Synergy_Bliss=2.97, Synergy_Loewe=2.57, Synergy_HSA=2.89. Drug 1: C1CN1C2=NC(=NC(=N2)N3CC3)N4CC4. (8) Drug 1: CCC1=CC2CC(C3=C(CN(C2)C1)C4=CC=CC=C4N3)(C5=C(C=C6C(=C5)C78CCN9C7C(C=CC9)(C(C(C8N6C)(C(=O)OC)O)OC(=O)C)CC)OC)C(=O)OC.C(C(C(=O)O)O)(C(=O)O)O. Drug 2: C1=NC2=C(N1)C(=S)N=CN2. Cell line: SN12C. Synergy scores: CSS=33.3, Synergy_ZIP=-10.6, Synergy_Bliss=-10.2, Synergy_Loewe=-29.6, Synergy_HSA=-7.69. (9) Drug 1: CN(C)C1=NC(=NC(=N1)N(C)C)N(C)C. Drug 2: C1=NC(=NC(=O)N1C2C(C(C(O2)CO)O)O)N. Cell line: TK-10. Synergy scores: CSS=-7.51, Synergy_ZIP=1.36, Synergy_Bliss=-1.76, Synergy_Loewe=-12.5, Synergy_HSA=-6.39.